Task: Predict the reaction yield, written as a fraction of the theoretical maximum amount of product (1.0 means a 100% yield; for example, 0.34 means a 34% yield).. Dataset: Reaction yield outcomes from USPTO patents with 853,638 reactions The reactants are C1(P(=O)(C2C=CC=CC=2)C2C=CC=CC=2)C=CC=CC=1.FC(F)(F)S(OS(C(F)(F)F)(=O)=O)(=O)=O.C([S:43][CH:44]([CH2:73][N:74]1[CH2:79][CH2:78][O:77][CH2:76][CH2:75]1)[CH2:45][NH:46][C:47]([C:49]1[NH:50][C:51]2[C:56]([CH:57]=1)=[CH:55][C:54]([O:58][C:59]([F:62])([F:61])[F:60])=[CH:53][C:52]=2[N:63]([CH3:72])[S:64]([C:67]1[S:68][CH:69]=[CH:70][CH:71]=1)(=[O:66])=[O:65])=O)C1C=CC=CC=1.CSC. The catalyst is ClCCl.O. The product is [CH3:72][N:63]([C:52]1[CH:53]=[C:54]([O:58][C:59]([F:62])([F:60])[F:61])[CH:55]=[C:56]2[C:51]=1[NH:50][C:49]([C:47]1[S:43][CH:44]([CH2:73][N:74]3[CH2:79][CH2:78][O:77][CH2:76][CH2:75]3)[CH2:45][N:46]=1)=[CH:57]2)[S:64]([C:67]1[S:68][CH:69]=[CH:70][CH:71]=1)(=[O:65])=[O:66]. The yield is 0.440.